The task is: Binary Classification. Given a T-cell receptor sequence (or CDR3 region) and an epitope sequence, predict whether binding occurs between them.. This data is from TCR-epitope binding with 47,182 pairs between 192 epitopes and 23,139 TCRs. (1) The epitope is AVFDRKSDAK. The TCR CDR3 sequence is CASSFVGSAYEQYF. Result: 0 (the TCR does not bind to the epitope). (2) The epitope is RIFTIGTVTLK. The TCR CDR3 sequence is CASSQPGTASYEQYF. Result: 1 (the TCR binds to the epitope).